From a dataset of Full USPTO retrosynthesis dataset with 1.9M reactions from patents (1976-2016). Predict the reactants needed to synthesize the given product. (1) Given the product [OH:4][CH2:3][C:5]1[CH:10]=[CH:9][CH:8]=[CH:7][C:6]=1[C:11]1[CH:12]=[CH:13][C:14]([CH2:15][C:16]23[C:24](=[O:25])[N:23]([C:26]4[CH:27]=[C:28]([Cl:33])[CH:29]=[C:30]([Cl:32])[CH:31]=4)[C:22](=[O:34])[N:21]2[CH2:20][CH2:19][CH2:18][CH2:17]3)=[CH:35][CH:36]=1, predict the reactants needed to synthesize it. The reactants are: [BH4-].[Na+].[CH:3]([C:5]1[CH:10]=[CH:9][CH:8]=[CH:7][C:6]=1[C:11]1[CH:36]=[CH:35][C:14]([CH2:15][C:16]23[C:24](=[O:25])[N:23]([C:26]4[CH:31]=[C:30]([Cl:32])[CH:29]=[C:28]([Cl:33])[CH:27]=4)[C:22](=[O:34])[N:21]2[CH2:20][CH2:19][CH2:18][CH2:17]3)=[CH:13][CH:12]=1)=[O:4]. (2) Given the product [Cl:1][C:2]1[CH:3]=[C:4]([CH:8]2[C:13]([C:14]([O:16][CH2:17][C:18]3[CH:23]=[CH:22][CH:21]=[CH:20][CH:19]=3)=[O:15])=[C:12]([CH3:24])[NH:11][C:10](=[O:25])[N:9]2[C:40](=[O:43])[NH:11][CH2:12][CH2:13][CH:8]([C:31]2[CH:32]=[CH:33][CH:34]=[CH:35][CH:36]=2)[C:4]2[CH:5]=[CH:6][CH:7]=[CH:2][CH:3]=2)[CH:5]=[CH:6][CH:7]=1, predict the reactants needed to synthesize it. The reactants are: [Cl:1][C:2]1[CH:3]=[C:4]([CH:8]2[C:13]([C:14]([O:16][CH2:17][C:18]3[CH:23]=[CH:22][CH:21]=[CH:20][CH:19]=3)=[O:15])=[C:12]([CH3:24])[NH:11][C:10]([O:25]C)=[N:9]2)[CH:5]=[CH:6][CH:7]=1.ClC(O[C:31]1[CH:36]=[CH:35][C:34]([N+]([O-])=O)=[CH:33][CH:32]=1)=O.[C:40](=[O:43])([O-])O.[Na+].